From a dataset of Forward reaction prediction with 1.9M reactions from USPTO patents (1976-2016). Predict the product of the given reaction. (1) The product is: [F:1][C:2]1([F:18])[CH2:5][CH:4]([C:6]2[NH:15][C:10]3[CH:11]=[CH:12][CH:13]=[CH:14][C:9]=3[N:8]=2)[CH2:3]1. Given the reactants [F:1][C:2]1([F:18])[CH2:5][CH:4]([C:6]([NH:8][C:9]2[CH:14]=[CH:13][CH:12]=[CH:11][C:10]=2[N+:15]([O-])=O)=O)[CH2:3]1.CO.C(O)(=O)C.C(=O)([O-])O.[Na+], predict the reaction product. (2) Given the reactants [F:1][C:2]1[C:3]([OH:20])=[CH:4][C:5]([OH:19])=[C:6]([CH:18]=1)[C:7]([C:9]1[CH:14]=[C:13]([F:15])[C:12]([OH:16])=[CH:11][C:10]=1O)=[O:8], predict the reaction product. The product is: [F:1][C:2]1[C:3]([OH:20])=[CH:4][C:5]2[O:19][C:10]3[C:9](=[CH:14][C:13]([F:15])=[C:12]([OH:16])[CH:11]=3)[C:7](=[O:8])[C:6]=2[CH:18]=1. (3) Given the reactants CS(C)=O.C(Cl)(=O)C(Cl)=O.[CH3:11][O:12][C:13]1[CH:24]=[CH:23][C:16]([CH2:17][C@@H:18]([CH2:21][CH3:22])[CH2:19][OH:20])=[C:15]([CH:25]=[CH2:26])[CH:14]=1.C(N(CC)CC)C, predict the reaction product. The product is: [CH3:11][O:12][C:13]1[CH:24]=[CH:23][C:16]([CH2:17][C@@H:18]([CH2:21][CH3:22])[CH:19]=[O:20])=[C:15]([CH:25]=[CH2:26])[CH:14]=1. (4) Given the reactants [C:1]([C:4]1[CH:5]=[C:6]([CH:21]=[CH:22][CH:23]=1)[CH2:7][CH:8]1[CH2:13][CH2:12][N:11]([C:14]([O:16][C:17]([CH3:20])([CH3:19])[CH3:18])=[O:15])[CH2:10][CH2:9]1)(=[O:3])[NH2:2].CO[C:26](OC)([N:28](C)C)[CH3:27].Cl.NO.C(O)(=O)C, predict the reaction product. The product is: [CH3:27][C:26]1[N:2]=[C:1]([C:4]2[CH:5]=[C:6]([CH:21]=[CH:22][CH:23]=2)[CH2:7][CH:8]2[CH2:13][CH2:12][N:11]([C:14]([O:16][C:17]([CH3:18])([CH3:19])[CH3:20])=[O:15])[CH2:10][CH2:9]2)[O:3][N:28]=1. (5) Given the reactants Br[CH2:2][C@H:3]1[O:7][C:6](=[O:8])[C@@H:5]([NH:9][C:10](=[O:16])[O:11][C:12]([CH3:15])([CH3:14])[CH3:13])[CH2:4]1.[N-:17]=[N+:18]=[N-:19].[Na+], predict the reaction product. The product is: [N:17]([CH2:2][C@H:3]1[O:7][C:6](=[O:8])[C@@H:5]([NH:9][C:10](=[O:16])[O:11][C:12]([CH3:15])([CH3:14])[CH3:13])[CH2:4]1)=[N+:18]=[N-:19]. (6) Given the reactants [CH:1](=[O:8])[C:2]1[CH:7]=[CH:6][CH:5]=[CH:4][CH:3]=1.[CH:9]([Mg]Br)=[CH2:10].O.Cl, predict the reaction product. The product is: [C:2]1([CH:1]([OH:8])[CH:9]=[CH2:10])[CH:7]=[CH:6][CH:5]=[CH:4][CH:3]=1. (7) Given the reactants Br[C:2]1[N:7]=[C:6]([CH3:8])[C:5]([F:9])=[CH:4][CH:3]=1.[F:10][C:11]1[CH:16]=[CH:15][CH:14]=[C:13]([F:17])[C:12]=1B(O)O.CCN(C(C)C)C(C)C, predict the reaction product. The product is: [F:10][C:11]1[CH:16]=[CH:15][CH:14]=[C:13]([F:17])[C:12]=1[C:2]1[N:7]=[C:6]([CH3:8])[C:5]([F:9])=[CH:4][CH:3]=1.